Dataset: Forward reaction prediction with 1.9M reactions from USPTO patents (1976-2016). Task: Predict the product of the given reaction. (1) Given the reactants [NH2:1][C:2]1[CH:3]=[C:4]([C:12]2[O:13][C:14]3[CH:20]=[CH:19][C:18]([C:21]4[CH:26]=[CH:25][C:24]([F:27])=[CH:23][CH:22]=4)=[CH:17][C:15]=3[N:16]=2)[C:5]([NH:8][CH2:9][CH2:10][CH3:11])=[CH:6][CH:7]=1.[CH:28]1[C:33]([C:34]([OH:36])=[O:35])=[CH:32][C:31]2[C:37]([O:39][C:40](=O)[C:30]=2[CH:29]=1)=[O:38], predict the reaction product. The product is: [CH2:9]([NH:8][C:5]1[C:4]([C:12]2[O:13][C:14]3[CH:20]=[CH:19][C:18]([C:21]4[CH:26]=[CH:25][C:24]([F:27])=[CH:23][CH:22]=4)=[CH:17][C:15]=3[N:16]=2)=[CH:3][C:2]([N:1]2[C:37](=[O:38])[C:31]3[C:30](=[CH:29][CH:28]=[C:33]([C:34]([OH:36])=[O:35])[CH:32]=3)[C:40]2=[O:39])=[CH:7][CH:6]=1)[CH2:10][CH3:11]. (2) Given the reactants [C:1]([O:5][C:6]([N:8]1[CH2:12][CH2:11][C@H:10]([O:13][Si:14]([C:17]([CH3:20])([CH3:19])[CH3:18])([CH3:16])[CH3:15])[C@H:9]1[CH:21]=[O:22])=[O:7])([CH3:4])([CH3:3])[CH3:2].C[Mg+].[Br-].[CH3:26]COC(C)=O.CCCCCC, predict the reaction product. The product is: [C:1]([O:5][C:6]([N:8]1[CH2:12][CH2:11][C@H:10]([O:13][Si:14]([C:17]([CH3:20])([CH3:19])[CH3:18])([CH3:16])[CH3:15])[C@@H:9]1[C@H:21]([OH:22])[CH3:26])=[O:7])([CH3:4])([CH3:3])[CH3:2]. (3) Given the reactants C(OC(=O)CCCO[C:9]1[CH:14]=[CH:13][CH:12]=[C:11](CCCCCCO[C:9]2[CH:14]=[C:13]([C:9]3[CH:14]=[CH:13][C:12](F)=[C:11](F)[CH:10]=3)[CH:12]=[C:11](C(=O)N(C)C)[CH:10]=2)[C:10]=1CCC(OCC)=O)C.[CH2:49]([O:51][C:52](=[O:98])[CH2:53][CH2:54][CH2:55][O:56][C:57]1[CH:62]=[CH:61][CH:60]=[C:59]([CH2:63][CH2:64][CH2:65][CH2:66][CH2:67][CH2:68][O:69][C:70]2[CH:75]=[C:74]([C:76](=[O:89])[NH:77][CH2:78][C:79]3[CH:84]=[CH:83][CH:82]=[CH:81][C:80]=3[O:85][CH:86]([F:88])[F:87])[CH:73]=[C:72](Br)[CH:71]=2)[C:58]=1[CH2:91][CH2:92][C:93]([O:95][CH2:96][CH3:97])=[O:94])[CH3:50].C1(B(O)O)C=CC=CC=1.C(=O)([O-])[O-].[Cs+].[Cs+], predict the reaction product. The product is: [CH2:49]([O:51][C:52](=[O:98])[CH2:53][CH2:54][CH2:55][O:56][C:57]1[CH:62]=[CH:61][CH:60]=[C:59]([CH2:63][CH2:64][CH2:65][CH2:66][CH2:67][CH2:68][O:69][C:70]2[CH:71]=[C:72]([C:9]3[CH:14]=[CH:13][CH:12]=[CH:11][CH:10]=3)[CH:73]=[C:74]([C:76](=[O:89])[NH:77][CH2:78][C:79]3[CH:84]=[CH:83][CH:82]=[CH:81][C:80]=3[O:85][CH:86]([F:88])[F:87])[CH:75]=2)[C:58]=1[CH2:91][CH2:92][C:93]([O:95][CH2:96][CH3:97])=[O:94])[CH3:50].